Dataset: Full USPTO retrosynthesis dataset with 1.9M reactions from patents (1976-2016). Task: Predict the reactants needed to synthesize the given product. Given the product [C:27]1([N:6]2[CH2:5][CH2:4][NH:3][CH:2]([CH3:1])[CH2:7]2)[C:28]2[C:23](=[CH:22][CH:21]=[CH:30][CH:29]=2)[CH:24]=[CH:25][CH:26]=1, predict the reactants needed to synthesize it. The reactants are: [CH3:1][CH:2]1[CH2:7][NH:6][CH2:5][CH2:4][NH:3]1.C1C=CC(P([C:21]2[CH:30]=[CH:29][C:28]3[C:23](=[CH:24][CH:25]=[CH:26][CH:27]=3)[C:22]=2[C:29]2[C:28]3[C:23](=[CH:24][CH:25]=[CH:26][CH:27]=3)[CH:22]=[CH:21][C:30]=2P(C2C=CC=CC=2)C2C=CC=CC=2)C2C=CC=CC=2)=CC=1.C(=O)([O-])[O-].[Cs+].[Cs+].FC(F)(F)S([O-])(=O)=O.